From a dataset of Reaction yield outcomes from USPTO patents with 853,638 reactions. Predict the reaction yield, written as a fraction of the theoretical maximum amount of product (1.0 means a 100% yield; for example, 0.34 means a 34% yield). (1) The reactants are [C:1](OC(=O)C)(=[O:3])[CH3:2].[CH2:8]([O:15][C:16]([N:18]1[CH2:23][CH2:22][N:21]([C@H:24]([CH2:36][OH:37])[CH2:25][CH2:26][N:27]2[CH2:34][CH2:33][C:30]3([CH2:32][CH2:31]3)[C@H:29]([OH:35])[CH2:28]2)[C:20](=[O:38])[C@@H:19]1[CH3:39])=[O:17])[C:9]1[CH:14]=[CH:13][CH:12]=[CH:11][CH:10]=1.N1C=CC=CC=1.C(NCC)C. No catalyst specified. The product is [CH2:8]([O:15][C:16]([N:18]1[CH2:23][CH2:22][N:21]([C@H:24]([CH2:36][O:37][C:1](=[O:3])[CH3:2])[CH2:25][CH2:26][N:27]2[CH2:34][CH2:33][C:30]3([CH2:32][CH2:31]3)[C@H:29]([OH:35])[CH2:28]2)[C:20](=[O:38])[C@@H:19]1[CH3:39])=[O:17])[C:9]1[CH:10]=[CH:11][CH:12]=[CH:13][CH:14]=1. The yield is 0.720. (2) The reactants are [CH2:1]([O:3][C:4](=[O:29])[CH2:5][CH2:6][C:7]1[N:8]([C:19]2[CH:24]=[CH:23][C:22]([C:25](=[O:27])[NH2:26])=[CH:21][C:20]=2[CH3:28])[C:9]([C:12]2[CH:17]=[CH:16][C:15]([NH2:18])=[CH:14][CH:13]=2)=[CH:10][CH:11]=1)[CH3:2].[CH:30]([NH:32][NH:33][CH:34]=O)=O.Cl[Si](C)(C)C.C(N(CC)CC)C. The catalyst is N1C=CC=CC=1.O. The product is [CH2:1]([O:3][C:4](=[O:29])[CH2:5][CH2:6][C:7]1[N:8]([C:19]2[CH:24]=[CH:23][C:22]([C:25](=[O:27])[NH2:26])=[CH:21][C:20]=2[CH3:28])[C:9]([C:12]2[CH:13]=[CH:14][C:15]([N:18]3[CH:34]=[N:33][N:32]=[CH:30]3)=[CH:16][CH:17]=2)=[CH:10][CH:11]=1)[CH3:2]. The yield is 0.820. (3) The reactants are [OH:1][C:2]1[CH:7]=[CH:6][CH:5]=[CH:4][C:3]=1[C:8]([F:11])([F:10])[F:9].[C:12](=[O:15])([O-])[O-].[K+].[K+].Cl[C:19]1[N:24]=[C:23](Cl)[N:22]=[C:21]([NH:26][C:27]2[CH:32]=[CH:31][C:30]([N:33]3[CH:37]=[C:36]([CH3:38])[N:35]=[CH:34]3)=[C:29]([O:39][CH3:40])[CH:28]=2)[N:20]=1. The catalyst is C(#N)C.O. The product is [F:11][C:8]([F:9])([F:10])[C:3]1[CH:4]=[CH:5][CH:6]=[CH:7][C:2]=1[O:1][C:19]1[N:24]=[C:23]([O:15][C:12]2[CH:5]=[CH:6][CH:7]=[CH:2][C:3]=2[C:8]([F:11])([F:10])[F:9])[N:22]=[C:21]([NH:26][C:27]2[CH:32]=[CH:31][C:30]([N:33]3[CH:37]=[C:36]([CH3:38])[N:35]=[CH:34]3)=[C:29]([O:39][CH3:40])[CH:28]=2)[N:20]=1. The yield is 0.100. (4) The reactants are [NH:1]1[CH:5]=[CH:4][N:3]=[C:2]1[C:6]([O:8][CH2:9][CH3:10])=[O:7].CC(C)([O-])C.[K+].[N+:17](C1C=CC(C(ON)=O)=CC=1)([O-])=O.C([O-])(O)=O.[Na+]. The catalyst is CN(C=O)C. The product is [NH2:17][N:1]1[CH:5]=[CH:4][N:3]=[C:2]1[C:6]([O:8][CH2:9][CH3:10])=[O:7]. The yield is 0.980. (5) The reactants are Cl[C:2]([F:7])([F:6])C([O-])=O.[Na+].[Cl:9][C:10]1[CH:11]=[CH:12][N:13]=[C:14]2[C:19]=1[N:18]=[CH:17][C:16]([OH:20])=[CH:15]2.C(=O)([O-])[O-].[Cs+].[Cs+].CN(C=O)C. The catalyst is CO.ClCCl. The product is [Cl:9][C:10]1[CH:11]=[CH:12][N:13]=[C:14]2[C:19]=1[N:18]=[CH:17][C:16]([O:20][CH:2]([F:6])[F:7])=[CH:15]2. The yield is 0.560. (6) The reactants are Cl[C:2]1[N:7]=[CH:6][C:5]([S:8]([C:11]2[N:15]([C:16]3[CH:21]=[CH:20][C:19]([CH3:22])=[CH:18][C:17]=3[F:23])[N:14]=[C:13]([CH2:24][N:25]([CH3:33])[C:26](=[O:32])[O:27][C:28]([CH3:31])([CH3:30])[CH3:29])[CH:12]=2)(=[O:10])=[O:9])=[CH:4][CH:3]=1.C(N(CC)CC)C. The catalyst is C(O)C.[C].[Pd]. The product is [F:23][C:17]1[CH:18]=[C:19]([CH3:22])[CH:20]=[CH:21][C:16]=1[N:15]1[C:11]([S:8]([C:5]2[CH:6]=[N:7][CH:2]=[CH:3][CH:4]=2)(=[O:9])=[O:10])=[CH:12][C:13]([CH2:24][N:25]([CH3:33])[C:26](=[O:32])[O:27][C:28]([CH3:29])([CH3:31])[CH3:30])=[N:14]1. The yield is 0.930. (7) The reactants are Br[CH2:2][C:3]1[N:4]=[CH:5][O:6][C:7]=1[C:8]1[CH:13]=[CH:12][CH:11]=[CH:10][CH:9]=1.[C-:14]#[N:15].[Na+]. The catalyst is CN(C=O)C.O. The product is [C:8]1([C:7]2[O:6][CH:5]=[N:4][C:3]=2[CH2:2][C:14]#[N:15])[CH:13]=[CH:12][CH:11]=[CH:10][CH:9]=1. The yield is 0.210. (8) The reactants are [F:1][C:2]1[CH:3]=[C:4]([CH:13]([CH3:17])[C:14]([OH:16])=O)[CH:5]=[CH:6][C:7]=1[NH:8][S:9]([CH3:12])(=[O:11])=[O:10].[C:18]([C:22]1[CH:29]=[CH:28][C:25]([CH2:26][NH2:27])=[CH:24][CH:23]=1)([CH3:21])([CH3:20])[CH3:19].C(Cl)CCl. The catalyst is C(Cl)Cl. The product is [C:18]([C:22]1[CH:23]=[CH:24][C:25]([CH2:26][NH:27][C:14](=[O:16])[CH:13]([C:4]2[CH:5]=[CH:6][C:7]([NH:8][S:9]([CH3:12])(=[O:10])=[O:11])=[C:2]([F:1])[CH:3]=2)[CH3:17])=[CH:28][CH:29]=1)([CH3:21])([CH3:19])[CH3:20]. The yield is 0.780. (9) The reactants are [F:1][C:2]1([F:13])[C:11]2[C:6](=[CH:7][CH:8]=[C:9]([F:12])[CH:10]=2)[CH2:5][CH2:4][CH2:3]1.IN1C(=O)[CH2:18][CH2:17][C:16]1=O.F.FC1C=C2C(CCCC32SCCS3)=CC=1.S([O-])([O-])(=[O:40])=S.[Na+].[Na+]. The catalyst is ClCCl.N1C=CC=CC=1. The product is [F:13][C:2]1([F:1])[C:11]2[C:6](=[CH:7][CH:8]=[C:9]([F:12])[CH:10]=2)[C@H:5]([CH:17]([CH3:18])[CH3:16])[C:4](=[O:40])[CH2:3]1. The yield is 0.460.